This data is from Forward reaction prediction with 1.9M reactions from USPTO patents (1976-2016). The task is: Predict the product of the given reaction. (1) Given the reactants [Br:1][C:2]1[CH:7]=[CH:6][C:5](F)=[CH:4][C:3]=1[Cl:9].[CH2:10]([SH:12])[CH3:11].[H-].[Na+], predict the reaction product. The product is: [Br:1][C:2]1[CH:7]=[CH:6][C:5]([S:12][CH2:10][CH3:11])=[CH:4][C:3]=1[Cl:9]. (2) Given the reactants [NH2:1][N:2]1[C:11](=[O:12])[C:10]2[C:5](=[C:6]([CH3:15])[C:7](F)=[C:8]([F:13])[CH:9]=2)[N:4]([CH:16]2[CH2:18][CH2:17]2)[C:3]1=[O:19].[C:20]([O:24][C:25](=[O:36])[NH:26][CH:27]([CH:31]1[CH2:35][CH2:34][NH:33][CH2:32]1)[CH2:28][C:29]#[N:30])([CH3:23])([CH3:22])[CH3:21].CN(C)C(=N)N(C)C.C(=O)(O)[O-].[Na+], predict the reaction product. The product is: [C:20]([O:24][C:25](=[O:36])[NH:26][CH:27]([CH:31]1[CH2:35][CH2:34][N:33]([C:7]2[C:6]([CH3:15])=[C:5]3[C:10]([C:11](=[O:12])[N:2]([NH2:1])[C:3](=[O:19])[N:4]3[CH:16]3[CH2:18][CH2:17]3)=[CH:9][C:8]=2[F:13])[CH2:32]1)[CH2:28][C:29]#[N:30])([CH3:23])([CH3:21])[CH3:22]. (3) Given the reactants C(OC([N:11]1[CH2:16][CH2:15][CH:14]([O:17][CH:18]2[CH2:21][C:20]([C:27]([O:29][CH2:30][CH3:31])=[O:28])([C:22]([O:24][CH2:25][CH3:26])=[O:23])[CH2:19]2)[CH2:13][CH2:12]1)=O)C1C=CC=CC=1, predict the reaction product. The product is: [NH:11]1[CH2:16][CH2:15][CH:14]([O:17][CH:18]2[CH2:21][C:20]([C:27]([O:29][CH2:30][CH3:31])=[O:28])([C:22]([O:24][CH2:25][CH3:26])=[O:23])[CH2:19]2)[CH2:13][CH2:12]1. (4) The product is: [CH3:1][O:2][C:3]1[CH:8]=[CH:7][C:6]([N:9]2[C:13]([C:14]3[CH:19]=[CH:18][C:17]([O:20][CH3:21])=[CH:16][CH:15]=3)=[CH:12][C:11]([CH:22]3[CH2:27][CH2:26][N:25]([C:32](=[O:38])[N:49]([OH:50])[CH3:48])[CH2:24][CH2:23]3)=[N:10]2)=[CH:5][CH:4]=1. Given the reactants [CH3:1][O:2][C:3]1[CH:8]=[CH:7][C:6]([N:9]2[C:13]([C:14]3[CH:19]=[CH:18][C:17]([O:20][CH3:21])=[CH:16][CH:15]=3)=[CH:12][C:11]([CH:22]3[CH2:27][CH2:26][NH:25][CH2:24][CH2:23]3)=[N:10]2)=[CH:5][CH:4]=1.ClC(Cl)(O[C:32](=[O:38])OC(Cl)(Cl)Cl)Cl.C(N(CC)CC)C.Cl.[CH3:48][NH:49][OH:50], predict the reaction product. (5) Given the reactants F[C:2]1[CH:3]=[N+:4]([O-:11])[CH:5]=[CH:6][C:7]=1[N+:8]([O-:10])=[O:9].[CH3:12][OH:13].C[O-].[Na+], predict the reaction product. The product is: [CH3:12][O:13][C:2]1[CH:3]=[N+:4]([O-:11])[CH:5]=[CH:6][C:7]=1[N+:8]([O-:10])=[O:9]. (6) Given the reactants Cl.[F:2][C:3]1[CH:4]=[CH:5][CH:6]=[C:7]2[C:16]=1[C:10]1([CH2:15][CH2:14][NH:13][CH2:12][CH2:11]1)[O:9][C:8]2=[O:17].[C:18]1([C:24]2[CH:25]=[N:26][C:27]([NH:30][C:31](=O)[O:32]C3C=CC=CC=3)=[N:28][CH:29]=2)[CH:23]=[CH:22][CH:21]=[CH:20][CH:19]=1.C(N(CC)CC)C, predict the reaction product. The product is: [F:2][C:3]1[CH:4]=[CH:5][CH:6]=[C:7]2[C:16]=1[C:10]1([CH2:11][CH2:12][N:13]([C:31]([NH:30][C:27]3[N:26]=[CH:25][C:24]([C:18]4[CH:19]=[CH:20][CH:21]=[CH:22][CH:23]=4)=[CH:29][N:28]=3)=[O:32])[CH2:14][CH2:15]1)[O:9][C:8]2=[O:17]. (7) Given the reactants [CH2:1]([O:8][C:9]1[C:10]([C:16]([OH:18])=O)=[N:11][C:12]([Br:15])=[CH:13][CH:14]=1)[C:2]1[CH:7]=[CH:6][CH:5]=[CH:4][CH:3]=1.CN(C(ON1N=NC2C=CC=NC1=2)=[N+](C)C)C.F[P-](F)(F)(F)(F)F.CCN(CC)CC.[F:50][C:51]1[CH:58]=[CH:57][C:54]([CH2:55][NH2:56])=[CH:53][CH:52]=1, predict the reaction product. The product is: [CH2:1]([O:8][C:9]1[C:10]([C:16]([NH:56][CH2:55][C:54]2[CH:57]=[CH:58][C:51]([F:50])=[CH:52][CH:53]=2)=[O:18])=[N:11][C:12]([Br:15])=[CH:13][CH:14]=1)[C:2]1[CH:3]=[CH:4][CH:5]=[CH:6][CH:7]=1. (8) Given the reactants [C:1]1([O:7][C:8]2[CH:13]=[CH:12][CH:11]=[CH:10][CH:9]=2)[CH:6]=[CH:5][CH:4]=[CH:3][CH:2]=1.[Li+].CCC[CH2-].[B:19](OC)([O:22]C)[O:20]C.Cl, predict the reaction product. The product is: [O:7]([C:1]1[CH:2]=[CH:3][CH:4]=[CH:5][C:6]=1[B:19]([OH:22])[OH:20])[C:8]1[CH:9]=[CH:10][CH:11]=[CH:12][CH:13]=1. (9) The product is: [OH:1][CH:2]1[CH:7]([C:8]2[CH:9]=[CH:10][C:11]([O:14][CH2:23][CH2:24][CH2:25][O:26][C:27]3[CH:32]=[CH:31][CH:30]=[CH:29][C:28]=3[O:33][CH3:34])=[CH:12][CH:13]=2)[CH2:6][CH2:5][N:4]([C:15]([O:17][C:18]([CH3:21])([CH3:20])[CH3:19])=[O:16])[CH2:3]1. Given the reactants [OH:1][CH:2]1[CH:7]([C:8]2[CH:13]=[CH:12][C:11]([OH:14])=[CH:10][CH:9]=2)[CH2:6][CH2:5][N:4]([C:15]([O:17][C:18]([CH3:21])([CH3:20])[CH3:19])=[O:16])[CH2:3]1.Br[CH2:23][CH2:24][CH2:25][O:26][C:27]1[CH:32]=[CH:31][CH:30]=[CH:29][C:28]=1[O:33][CH3:34], predict the reaction product.